From a dataset of Reaction yield outcomes from USPTO patents with 853,638 reactions. Predict the reaction yield, written as a fraction of the theoretical maximum amount of product (1.0 means a 100% yield; for example, 0.34 means a 34% yield). (1) The reactants are [CH3:1][C:2]1([CH3:24])[CH2:11][CH2:10][C:9]2[C:4](=[CH:5][CH:6]=[C:7]([S:12]([NH:15][CH2:16][C:17]([O:19][C:20]([CH3:23])([CH3:22])[CH3:21])=[O:18])(=[O:14])=[O:13])[CH:8]=2)[O:3]1.Br[CH2:26][C:27]1[CH:28]=[C:29]([C:33]2[CH:38]=[CH:37][CH:36]=[CH:35][CH:34]=2)[CH:30]=[CH:31][CH:32]=1. The catalyst is C(#N)C. The product is [C:29]1([C:33]2[CH:34]=[CH:35][CH:36]=[CH:37][CH:38]=2)[CH:30]=[CH:31][CH:32]=[C:27]([CH2:26][N:15]([CH2:16][C:17]([O:19][C:20]([CH3:23])([CH3:22])[CH3:21])=[O:18])[S:12]([C:7]2[CH:8]=[C:9]3[C:4](=[CH:5][CH:6]=2)[O:3][C:2]([CH3:24])([CH3:1])[CH2:11][CH2:10]3)(=[O:14])=[O:13])[CH:28]=1. The yield is 0.840. (2) The reactants are [CH3:1][O:2][C:3]1[C:8]2[O:9][CH2:10][O:11][C:7]=2[CH:6]=[C:5]([C:12](OC)=[O:13])[CH:4]=1.[H-].[H-].[H-].[H-].[Li+].[Al+3].O.[OH-].[Na+]. The catalyst is C1COCC1. The product is [CH3:1][O:2][C:3]1[C:8]2[O:9][CH2:10][O:11][C:7]=2[CH:6]=[C:5]([CH2:12][OH:13])[CH:4]=1. The yield is 0.520. (3) The reactants are FC(F)(F)S(O[C:7]1[C:12]([CH3:13])=[CH:11][C:10]([N+:14]([O-:16])=[O:15])=[CH:9][C:8]=1[CH3:17])(=O)=O.O.[Br-:21].[Li+]. The catalyst is CN(C)C=O.[Cl-].[NH4+]. The product is [Br:21][C:7]1[C:12]([CH3:13])=[CH:11][C:10]([N+:14]([O-:16])=[O:15])=[CH:9][C:8]=1[CH3:17]. The yield is 0.690.